Dataset: Forward reaction prediction with 1.9M reactions from USPTO patents (1976-2016). Task: Predict the product of the given reaction. Given the reactants FC(F)(F)C(O)=O.[CH3:8][O:9][C:10]([CH:12]1[N:17]([C:18](=[O:28])[CH:19]=[CH:20][C:21]2[CH:26]=[CH:25][CH:24]=[C:23]([Cl:27])[CH:22]=2)[CH2:16][CH2:15][N:14](C(OC(C)(C)C)=O)[CH2:13]1)=[O:11], predict the reaction product. The product is: [CH3:8][O:9][C:10]([CH:12]1[CH2:13][NH:14][CH2:15][CH2:16][N:17]1[C:18](=[O:28])[CH:19]=[CH:20][C:21]1[CH:26]=[CH:25][CH:24]=[C:23]([Cl:27])[CH:22]=1)=[O:11].